This data is from Forward reaction prediction with 1.9M reactions from USPTO patents (1976-2016). The task is: Predict the product of the given reaction. (1) Given the reactants [H-].[Na+].[F:3][C:4]1[CH:28]=[CH:27][C:26]([OH:29])=[CH:25][C:5]=1[CH2:6][O:7][C:8]([N:10]1[CH2:15][CH2:14][N:13](C(OC(C)(C)C)=O)[CH2:12][C@H:11]1[CH2:23][CH3:24])=[O:9].[CH3:30]I.[ClH:32], predict the reaction product. The product is: [ClH:32].[F:3][C:4]1[CH:28]=[CH:27][C:26]([O:29][CH3:30])=[CH:25][C:5]=1[CH2:6][O:7][C:8]([N:10]1[CH2:15][CH2:14][NH:13][CH2:12][C@H:11]1[CH2:23][CH3:24])=[O:9]. (2) Given the reactants [CH3:1][O:2][C:3]1[CH:4]=[C:5]([CH:15]=O)[C:6]2[C:11]([C:12]=1[O:13][CH3:14])=[CH:10][CH:9]=[CH:8][CH:7]=2.[CH2:17]([NH2:21])[CH2:18][CH2:19][CH3:20], predict the reaction product. The product is: [CH2:17]([NH:21][CH2:15][C:5]1[C:6]2[C:11](=[CH:10][CH:9]=[CH:8][CH:7]=2)[C:12]([O:13][CH3:14])=[C:3]([O:2][CH3:1])[CH:4]=1)[CH2:18][CH2:19][CH3:20]. (3) Given the reactants C([O:3][C:4]([C:6]1[CH:10]=[C:9]([CH2:11][CH2:12][CH3:13])[N:8]([CH2:14][C:15]2[CH:20]=[CH:19][C:18]([C:21]3[CH:26]=[CH:25][CH:24]=[CH:23][C:22]=3[S:27](=[O:30])(=[O:29])[NH2:28])=[CH:17][CH:16]=2)[N:7]=1)=[O:5])C.C(Cl)Cl.Cl[C:35]([O:37][CH3:38])=[O:36].CCN(C(C)C)C(C)C.[Li+].[OH-].O, predict the reaction product. The product is: [CH3:38][O:37][C:35]([NH:28][S:27]([C:22]1[CH:23]=[CH:24][CH:25]=[CH:26][C:21]=1[C:18]1[CH:19]=[CH:20][C:15]([CH2:14][N:8]2[C:9]([CH2:11][CH2:12][CH3:13])=[CH:10][C:6]([C:4]([OH:3])=[O:5])=[N:7]2)=[CH:16][CH:17]=1)(=[O:30])=[O:29])=[O:36]. (4) Given the reactants Br[C:2]1[C:11]2[C:6](=[CH:7][CH:8]=[CH:9][CH:10]=2)[C:5](=[O:12])[O:4][C:3]=1[C:13]([CH3:21])([CH3:20])[O:14][SiH2:15][C:16]([CH3:19])([CH3:18])[CH3:17].[F:22][C:23]1[CH:24]=[C:25](B(O)O)[CH:26]=[CH:27][C:28]=1[F:29].C([O-])([O-])=O.[Na+].[Na+], predict the reaction product. The product is: [C:16]([SiH2:15][O:14][C:13]([CH3:21])([CH3:20])[C:3]1[O:4][C:5](=[O:12])[C:6]2[C:11]([C:2]=1[C:27]1[CH:26]=[CH:25][CH:24]=[C:23]([F:22])[C:28]=1[F:29])=[CH:10][CH:9]=[CH:8][CH:7]=2)([CH3:19])([CH3:18])[CH3:17]. (5) Given the reactants [CH3:1][C:2]1([CH3:21])[CH2:7][CH:6]([NH:8][C:9]2[C:14]([C:15]([NH2:17])=[O:16])=[CH:13][N:12]=[C:11](Cl)[N:10]=2)[CH2:5][C:4]([CH3:20])([CH3:19])[NH:3]1.[CH:22]1([C:25]2[C:30]([N:31]3[CH:35]=[N:34][N:33]=[N:32]3)=[CH:29][C:28]([NH2:36])=[C:27]([F:37])[CH:26]=2)[CH2:24][CH2:23]1, predict the reaction product. The product is: [CH3:1][C:2]1([CH3:21])[CH2:7][CH:6]([NH:8][C:9]2[C:14]([C:15]([NH2:17])=[O:16])=[CH:13][N:12]=[C:11]([NH:36][C:28]3[CH:29]=[C:30]([N:31]4[CH:35]=[N:34][N:33]=[N:32]4)[C:25]([CH:22]4[CH2:23][CH2:24]4)=[CH:26][C:27]=3[F:37])[N:10]=2)[CH2:5][C:4]([CH3:20])([CH3:19])[NH:3]1.